Dataset: Reaction yield outcomes from USPTO patents with 853,638 reactions. Task: Predict the reaction yield, written as a fraction of the theoretical maximum amount of product (1.0 means a 100% yield; for example, 0.34 means a 34% yield). (1) The reactants are [Cl:1][C:2]1[C:7]([C:8]2[C:9](=[O:31])[N:10]([CH2:29][CH3:30])[C:11]3[C:16]([CH:17]=2)=[CH:15][N:14]=[C:13]([N:18](CC2C=CC(OC)=CC=2)[CH3:19])[CH:12]=3)=[CH:6][C:5]([NH:32][C:33]([NH:35][C:36]2[CH:41]=[C:40]([F:42])[CH:39]=[C:38]([Cl:43])[CH:37]=2)=[O:34])=[C:4]([F:44])[CH:3]=1.C1(OC)C=CC=CC=1. The catalyst is C(O)(C(F)(F)F)=O. The product is [Cl:1][C:2]1[C:7]([C:8]2[C:9](=[O:31])[N:10]([CH2:29][CH3:30])[C:11]3[C:16]([CH:17]=2)=[CH:15][N:14]=[C:13]([NH:18][CH3:19])[CH:12]=3)=[CH:6][C:5]([NH:32][C:33]([NH:35][C:36]2[CH:41]=[C:40]([F:42])[CH:39]=[C:38]([Cl:43])[CH:37]=2)=[O:34])=[C:4]([F:44])[CH:3]=1. The yield is 0.740. (2) The reactants are Br[C:2]1[CH:10]=[C:9]2[C:5]([CH:6]=[CH:7][NH:8]2)=[C:4]([Cl:11])[CH:3]=1.[CH3:12][N:13]1[CH:17]=[C:16](B2OC(C)(C)C(C)(C)O2)[CH:15]=[N:14]1.C([O-])([O-])=O.[Na+].[Na+].O. The catalyst is COCCOC.O.Cl[Pd](Cl)([P](C1C=CC=CC=1)(C1C=CC=CC=1)C1C=CC=CC=1)[P](C1C=CC=CC=1)(C1C=CC=CC=1)C1C=CC=CC=1. The product is [Cl:11][C:4]1[CH:3]=[C:2]([C:16]2[CH:15]=[N:14][N:13]([CH3:12])[CH:17]=2)[CH:10]=[C:9]2[C:5]=1[CH:6]=[CH:7][NH:8]2. The yield is 0.760.